Dataset: Full USPTO retrosynthesis dataset with 1.9M reactions from patents (1976-2016). Task: Predict the reactants needed to synthesize the given product. (1) Given the product [CH2:1]([O:3][C:4](=[O:16])[CH:5]([C:14]#[N:15])[CH:6]([C:7]1[CH:8]=[CH:9][C:10]([Br:13])=[CH:11][CH:12]=1)[C:21]1[CH:20]=[CH:19][C:18]([Cl:17])=[CH:23][CH:22]=1)[CH3:2], predict the reactants needed to synthesize it. The reactants are: [CH2:1]([O:3][C:4](=[O:16])[C:5]([C:14]#[N:15])=[CH:6][C:7]1[CH:12]=[CH:11][C:10]([Br:13])=[CH:9][CH:8]=1)[CH3:2].[Cl:17][C:18]1[CH:19]=[C:20]([Mg]Br)[CH:21]=[CH:22][C:23]=1Cl.Cl. (2) Given the product [CH3:1][O:2][C:3]([C:5]1[O:9][N:8]=[C:7]([C:10]([CH3:13])([CH3:12])[CH3:11])[C:6]=1[Br:21])=[O:4], predict the reactants needed to synthesize it. The reactants are: [CH3:1][O:2][C:3]([C:5]1[O:9][N:8]=[C:7]([C:10]([CH3:13])([CH3:12])[CH3:11])[CH:6]=1)=[O:4].C1C(=O)N([Br:21])C(=O)C1. (3) Given the product [C:1]([O:5][C:6]([N:8]1[CH2:13][CH2:12][CH2:11][CH2:10][CH:9]1[CH2:14][C:15](=[O:17])[NH:18][CH2:19][C:20]([C:22]1[CH:27]=[CH:26][C:25]([F:28])=[CH:24][CH:23]=1)=[O:21])=[O:7])([CH3:2])([CH3:3])[CH3:4], predict the reactants needed to synthesize it. The reactants are: [C:1]([O:5][C:6]([N:8]1[CH2:13][CH2:12][CH2:11][CH2:10][CH:9]1[CH2:14][C:15]([OH:17])=O)=[O:7])([CH3:4])([CH3:3])[CH3:2].[NH2:18][CH2:19][C:20]([C:22]1[CH:27]=[CH:26][C:25]([F:28])=[CH:24][CH:23]=1)=[O:21]. (4) Given the product [OH:3][CH2:4][C:5]([NH:9][C:10]([CH2:12][O:13][C:14](=[O:32])[CH2:15][CH2:16][CH2:17][CH2:18][CH2:19][CH2:20][CH2:21][CH2:22][CH2:23][CH2:24][CH2:25][CH2:26][CH2:27][CH2:28][CH2:29][CH2:30][CH3:31])=[O:11])([CH2:6][OH:7])[CH3:8], predict the reactants needed to synthesize it. The reactants are: CC1(C)[O:7][CH2:6][C:5]([NH:9][C:10]([CH2:12][O:13][C:14](=[O:32])[CH2:15][CH2:16][CH2:17][CH2:18][CH2:19][CH2:20][CH2:21][CH2:22][CH2:23][CH2:24][CH2:25][CH2:26][CH2:27][CH2:28][CH2:29][CH2:30][CH3:31])=[O:11])([CH3:8])[CH2:4][O:3]1.C1(C)C=CC(S(O)(=O)=O)=CC=1. (5) Given the product [Cl:1][C:2]1[CH:7]=[CH:6][C:5](/[CH:8]=[CH:9]/[C:10]([N:30]2[CH2:31][CH2:32][CH:27]([CH2:26][C:23]3[O:22][C:21]([CH3:20])=[N:25][N:24]=3)[CH2:28][CH2:29]2)=[O:12])=[C:4]([CH2:13][C:14]2[O:15][C:16]([CH3:19])=[N:17][N:18]=2)[CH:3]=1, predict the reactants needed to synthesize it. The reactants are: [Cl:1][C:2]1[CH:7]=[CH:6][C:5](/[CH:8]=[CH:9]/[C:10]([OH:12])=O)=[C:4]([CH2:13][C:14]2[O:15][C:16]([CH3:19])=[N:17][N:18]=2)[CH:3]=1.[CH3:20][C:21]1[O:22][C:23]([CH2:26][CH:27]2[CH2:32][CH2:31][NH:30][CH2:29][CH2:28]2)=[N:24][N:25]=1.CCN(C(C)C)C(C)C.C(P1(=O)OP(CCC)(=O)OP(CCC)(=O)O1)CC. (6) Given the product [Cl:12][C:9]1[N:10]=[C:11]2[C:6](=[CH:7][CH:8]=1)[N:5]=[CH:4][C:3]([C:13](=[O:15])[CH3:14])=[C:2]2[NH:34][C@H:31]1[CH2:32][CH2:33][C@H:28]([CH2:27][N:25]([CH3:26])[CH3:24])[CH2:29][CH2:30]1, predict the reactants needed to synthesize it. The reactants are: Cl[C:2]1[C:11]2[C:6](=[CH:7][CH:8]=[C:9]([Cl:12])[N:10]=2)[N:5]=[CH:4][C:3]=1[C:13](=[O:15])[CH3:14].C(O)(=O)C.C(O)(=O)C.[CH3:24][N:25]([CH2:27][C@H:28]1[CH2:33][CH2:32][C@H:31]([NH2:34])[CH2:30][CH2:29]1)[CH3:26]. (7) Given the product [CH3:1][CH2:2][O:3][C:4]([C@@H:6]1[CH2:10][C@H:9]([N:29]=[N+:30]=[N-:31])[CH2:8][N:7]1[C:22]([O:24][C:25]([CH3:28])([CH3:27])[CH3:26])=[O:23])=[O:5], predict the reactants needed to synthesize it. The reactants are: [CH3:1][CH2:2][O:3][C:4]([C@@H:6]1[CH2:10][C@@H:9](OS(C2C=CC(C)=CC=2)(=O)=O)[CH2:8][N:7]1[C:22]([O:24][C:25]([CH3:28])([CH3:27])[CH3:26])=[O:23])=[O:5].[N-:29]=[N+:30]=[N-:31].[Na+].